From a dataset of NCI-60 drug combinations with 297,098 pairs across 59 cell lines. Regression. Given two drug SMILES strings and cell line genomic features, predict the synergy score measuring deviation from expected non-interaction effect. (1) Drug 1: C1=NC2=C(N=C(N=C2N1C3C(C(C(O3)CO)O)O)F)N. Drug 2: CC1=C(C=C(C=C1)NC(=O)C2=CC=C(C=C2)CN3CCN(CC3)C)NC4=NC=CC(=N4)C5=CN=CC=C5. Cell line: MALME-3M. Synergy scores: CSS=2.55, Synergy_ZIP=-5.90, Synergy_Bliss=-7.88, Synergy_Loewe=-10.9, Synergy_HSA=-6.51. (2) Drug 1: CN(C)C(=N)N=C(N)N. Drug 2: COCCOC1=C(C=C2C(=C1)C(=NC=N2)NC3=CC=CC(=C3)C#C)OCCOC. Cell line: UACC62. Synergy scores: CSS=36.0, Synergy_ZIP=3.99, Synergy_Bliss=4.57, Synergy_Loewe=-30.7, Synergy_HSA=4.55. (3) Drug 1: CC1=C(C(=CC=C1)Cl)NC(=O)C2=CN=C(S2)NC3=CC(=NC(=N3)C)N4CCN(CC4)CCO. Drug 2: C1=CC=C(C(=C1)C(C2=CC=C(C=C2)Cl)C(Cl)Cl)Cl. Cell line: CAKI-1. Synergy scores: CSS=12.0, Synergy_ZIP=-2.65, Synergy_Bliss=4.04, Synergy_Loewe=-14.9, Synergy_HSA=-0.208. (4) Drug 1: C(CC(=O)O)C(=O)CN.Cl. Drug 2: C1CN(CCN1C(=O)CCBr)C(=O)CCBr. Cell line: SF-539. Synergy scores: CSS=20.1, Synergy_ZIP=-10.4, Synergy_Bliss=-8.71, Synergy_Loewe=-29.0, Synergy_HSA=-5.70. (5) Drug 1: CC1=C(C=C(C=C1)NC(=O)C2=CC=C(C=C2)CN3CCN(CC3)C)NC4=NC=CC(=N4)C5=CN=CC=C5. Drug 2: CC(C)NC(=O)C1=CC=C(C=C1)CNNC.Cl. Cell line: UACC-257. Synergy scores: CSS=-0.140, Synergy_ZIP=0.462, Synergy_Bliss=0.376, Synergy_Loewe=-1.49, Synergy_HSA=-1.20. (6) Drug 1: CC12CCC3C(C1CCC2O)C(CC4=C3C=CC(=C4)O)CCCCCCCCCS(=O)CCCC(C(F)(F)F)(F)F. Drug 2: CC(C)(C#N)C1=CC(=CC(=C1)CN2C=NC=N2)C(C)(C)C#N. Cell line: HS 578T. Synergy scores: CSS=0.969, Synergy_ZIP=-2.67, Synergy_Bliss=-7.00, Synergy_Loewe=-4.73, Synergy_HSA=-6.64.